This data is from Reaction yield outcomes from USPTO patents with 853,638 reactions. The task is: Predict the reaction yield, written as a fraction of the theoretical maximum amount of product (1.0 means a 100% yield; for example, 0.34 means a 34% yield). (1) The reactants are C(N(CC)C(C)C)(C)C.[Br:10][C:11]1[CH:12]=[C:13]2[C:18](=[CH:19][CH:20]=1)[N:17]([C:21](=[O:26])[C:22]([F:25])([F:24])[F:23])[C@@H:16]([CH3:27])[CH2:15][NH:14]2.Cl[C:29]([O:31][CH:32]1[CH2:36][CH2:35][CH2:34][CH2:33]1)=[O:30]. The catalyst is ClCCCl. The product is [Br:10][C:11]1[CH:12]=[C:13]2[C:18]([N:17]([C:21](=[O:26])[C:22]([F:23])([F:25])[F:24])[C@@H:16]([CH3:27])[CH2:15][N:14]2[C:29]([O:31][CH:32]2[CH2:36][CH2:35][CH2:34][CH2:33]2)=[O:30])=[CH:19][CH:20]=1. The yield is 0.970. (2) The product is [NH2:21][C:4]1[CH:3]=[C:2]([Cl:1])[CH:20]=[CH:19][C:5]=1[O:6][C:7]1[CH:18]=[CH:17][C:10]([C:11]([N:13]([CH2:15][CH3:16])[CH3:14])=[O:12])=[CH:9][CH:8]=1. No catalyst specified. The reactants are [Cl:1][C:2]1[CH:20]=[CH:19][C:5]([O:6][C:7]2[CH:18]=[CH:17][C:10]([C:11]([N:13]([CH2:15][CH3:16])[CH3:14])=[O:12])=[CH:9][CH:8]=2)=[C:4]([N+:21]([O-])=O)[CH:3]=1.Cl[Sn]Cl. The yield is 0.830. (3) The reactants are C(N(CC)CC)C.[N+:8]([C:11]1[CH:16]=[CH:15][CH:14]=[CH:13][C:12]=1[CH2:17][C:18](=[O:22])[C:19]([OH:21])=[O:20])([O-:10])=[O:9].C(O)=O. No catalyst specified. The product is [OH:22][C@@H:18]([CH2:17][C:12]1[CH:13]=[CH:14][CH:15]=[CH:16][C:11]=1[N+:8]([O-:10])=[O:9])[C:19]([OH:21])=[O:20]. The yield is 0.970. (4) The reactants are [CH3:1][CH:2]([CH3:15])[CH2:3][CH2:4][NH:5][C:6]([C:8]1[N:9]=[N:10][C:11](Cl)=[CH:12][CH:13]=1)=[O:7].C(OC(=O)[NH:22][CH:23]1[CH2:28][CH2:27][NH:26][CH2:25][CH2:24]1)(C)(C)C.N12CCCN=C1CCCCC2. The catalyst is CN(C=O)C.[I-].C([N+](CCCC)(CCCC)CCCC)CCC. The product is [CH3:1][CH:2]([CH3:15])[CH2:3][CH2:4][NH:5][C:6]([C:8]1[N:9]=[N:10][C:11]([N:26]2[CH2:27][CH2:28][CH:23]([NH2:22])[CH2:24][CH2:25]2)=[CH:12][CH:13]=1)=[O:7]. The yield is 0.500. (5) The reactants are [CH2:1]([O:8][C:9]1[CH:16]=[CH:15][C:12]([CH:13]=O)=[C:11](C(C)(C)C)[CH:10]=1)[C:2]1[CH:7]=[CH:6][CH:5]=[CH:4][CH:3]=1.[CH2:21]([O:23][CH2:24][C:25]([O:27][CH2:28][CH3:29])=[O:26])[CH3:22].[CH3:30][C:31]([CH3:34])([O-])[CH3:32].[K+].C(O)(=O)C.C1(C)C=CC(S(O)(=O)=O)=CC=1. The catalyst is O1CCCC1.C1(C)C=CC=CC=1. The product is [CH2:1]([O:8][C:9]1[CH:10]=[CH:11][C:12](/[CH:13]=[C:24](\[O:23][CH2:21][CH3:22])/[C:25]([O:27][CH2:28][CH3:29])=[O:26])=[CH:15][C:16]=1[C:31]([CH3:34])([CH3:32])[CH3:30])[C:2]1[CH:3]=[CH:4][CH:5]=[CH:6][CH:7]=1. The yield is 0.250.